Task: Predict the reaction yield, written as a fraction of the theoretical maximum amount of product (1.0 means a 100% yield; for example, 0.34 means a 34% yield).. Dataset: Reaction yield outcomes from USPTO patents with 853,638 reactions (1) The reactants are [F:1][C:2]([F:13])([F:12])[C:3]1[CH:4]=[C:5]([CH:9]=[CH:10][CH:11]=1)[C:6](Cl)=[O:7].[CH3:14][C:15]1[CH:21]=[CH:20][C:18]([NH2:19])=[CH:17][C:16]=1[N+:22]([O-:24])=[O:23]. The yield is 0.880. The product is [CH3:14][C:15]1[CH:21]=[CH:20][C:18]([NH:19][C:6](=[O:7])[C:5]2[CH:9]=[CH:10][CH:11]=[C:3]([C:2]([F:13])([F:12])[F:1])[CH:4]=2)=[CH:17][C:16]=1[N+:22]([O-:24])=[O:23]. The catalyst is C(Cl)Cl. (2) The reactants are C1CCN2C(=NCCC2)CC1.[CH2:12](Br)[C:13]1[CH:18]=[CH:17][CH:16]=[CH:15][CH:14]=1.[C:20]([O:24][C:25]([N:27]1[CH2:31][CH2:30][C@H:29]([C:32]([OH:34])=[O:33])[CH2:28]1)=[O:26])([CH3:23])([CH3:22])[CH3:21]. The catalyst is C1(C)C=CC=CC=1. The product is [N:27]1([C:25]([O:24][C:20]([CH3:23])([CH3:22])[CH3:21])=[O:26])[CH2:31][CH2:30][C@H:29]([C:32]([O:34][CH2:12][C:13]2[CH:18]=[CH:17][CH:16]=[CH:15][CH:14]=2)=[O:33])[CH2:28]1. The yield is 0.880. (3) The reactants are [CH:1]1([CH2:6][CH:7]([C:18]2[NH:34][C:21]3=[N:22][CH:23]=[C:24]([CH2:26][CH:27]4[CH2:31][O:30]C(C)(C)[O:28]4)[CH:25]=[C:20]3[CH:19]=2)[C:8]2[CH:13]=[CH:12][C:11]([S:14]([CH3:17])(=[O:16])=[O:15])=[CH:10][CH:9]=2)[CH2:5][CH2:4][CH2:3][CH2:2]1.Cl. The catalyst is O1CCCC1. The product is [CH:1]1([CH2:6][CH:7]([C:18]2[NH:34][C:21]3=[N:22][CH:23]=[C:24]([CH2:26][CH:27]([OH:28])[CH2:31][OH:30])[CH:25]=[C:20]3[CH:19]=2)[C:8]2[CH:13]=[CH:12][C:11]([S:14]([CH3:17])(=[O:16])=[O:15])=[CH:10][CH:9]=2)[CH2:5][CH2:4][CH2:3][CH2:2]1. The yield is 0.419. (4) The reactants are [N:1]([C:12]([CH3:14])=[O:13])([CH2:7]NC(C)=O)[CH2:2]NC(C)=O.C1[CH2:19][O:18]CC1.C=[O:21].NC[C:24]([OH:26])=[O:25]. The catalyst is C(O)(=O)C. The product is [C:12]([N:1]([CH2:2][C:19]([OH:18])=[O:21])[CH2:7][C:24]([OH:26])=[O:25])(=[O:13])[CH3:14]. The yield is 0.950.